The task is: Regression. Given a peptide amino acid sequence and an MHC pseudo amino acid sequence, predict their binding affinity value. This is MHC class II binding data.. This data is from Peptide-MHC class II binding affinity with 134,281 pairs from IEDB. (1) The peptide sequence is ELFVAAYVPYVAWLV. The MHC is HLA-DQA10201-DQB10202 with pseudo-sequence HLA-DQA10201-DQB10202. The binding affinity (normalized) is 0.510. (2) The peptide sequence is RDLLLIVTRIVELLGR. The MHC is HLA-DPA10201-DPB10101 with pseudo-sequence HLA-DPA10201-DPB10101. The binding affinity (normalized) is 0.444. (3) The peptide sequence is INEPTAAIIAYGLDR. The MHC is HLA-DQA10401-DQB10402 with pseudo-sequence HLA-DQA10401-DQB10402. The binding affinity (normalized) is 0.635. (4) The peptide sequence is QFKVAATAANAAPAN. The MHC is HLA-DPA10103-DPB10301 with pseudo-sequence HLA-DPA10103-DPB10301. The binding affinity (normalized) is 0.542. (5) The peptide sequence is IRQLERLLQAVVGAG. The MHC is HLA-DPA10201-DPB10101 with pseudo-sequence HLA-DPA10201-DPB10101. The binding affinity (normalized) is 0.221.